From a dataset of Catalyst prediction with 721,799 reactions and 888 catalyst types from USPTO. Predict which catalyst facilitates the given reaction. (1) Reactant: FC(F)(F)S([O:6][CH2:7][C:8]([F:11])([F:10])[F:9])(=O)=O.[CH3:14][C:15]1[NH:20][C:19](=O)[C:18]([N+:22]([O-:24])=[O:23])=[C:17]([N:25]2[CH2:30][CH2:29][CH:28]([C:31]3[CH:36]=[CH:35][CH:34]=[CH:33][CH:32]=3)[CH2:27][CH2:26]2)[N:16]=1.C(=O)([O-])[O-].[Na+].[Na+].C(=O)([O-])[O-].[K+].[K+]. Product: [CH3:14][C:15]1[N:16]=[C:17]([N:25]2[CH2:30][CH2:29][CH:28]([C:31]3[CH:32]=[CH:33][CH:34]=[CH:35][CH:36]=3)[CH2:27][CH2:26]2)[C:18]([N+:22]([O-:24])=[O:23])=[C:19]([O:6][CH2:7][C:8]([F:11])([F:10])[F:9])[N:20]=1. The catalyst class is: 21. (2) Reactant: [F-:1].C([N+](CCCC)(CCCC)CCCC)CCC.[F:19][C:20]1[CH:21]=[C:22]([CH:32]=[C:33]([F:39])[C:34]=1[O:35][CH2:36][C:37]#[CH:38])[C:23]([N:25]1[CH:31]2[CH:26]1[CH2:27][CH2:28][CH2:29][CH2:30]2)=[O:24].[Cl-].[NH4+]. Product: [F:1][CH:31]1[CH2:30][CH2:29][CH2:28][CH2:27][CH:26]1[NH:25][C:23](=[O:24])[C:22]1[CH:21]=[C:20]([F:19])[C:34]([O:35][CH2:36][C:37]#[CH:38])=[C:33]([F:39])[CH:32]=1. The catalyst class is: 7. (3) Reactant: O.NN.[CH2:4]([O:6][P:7]([CH2:12][CH2:13][CH2:14][CH2:15][CH2:16][CH2:17][N:18]1C(=O)C2=CC=CC=C2C1=O)(=[O:11])[O:8][CH2:9][CH3:10])[CH3:5]. Product: [CH2:9]([O:8][P:7]([CH2:12][CH2:13][CH2:14][CH2:15][CH2:16][CH2:17][NH2:18])(=[O:11])[O:6][CH2:4][CH3:5])[CH3:10]. The catalyst class is: 8. (4) Reactant: [Br:1][C:2]1[CH:7]=[CH:6][C:5]([S:8][C:9]2[N:14]=[C:13]([CH3:15])[C:12]([CH2:16][OH:17])=[CH:11][CH:10]=2)=[CH:4][C:3]=1[CH3:18].[H-].[Na+].[CH3:21][O:22][CH2:23]Cl.C([O-])(O)=O.[Na+]. Product: [Br:1][C:2]1[CH:7]=[CH:6][C:5]([S:8][C:9]2[N:14]=[C:13]([CH3:15])[C:12]([CH2:16][O:17][CH2:21][O:22][CH3:23])=[CH:11][CH:10]=2)=[CH:4][C:3]=1[CH3:18]. The catalyst class is: 220. (5) Reactant: [CH2:1]([O:8][C:9]1[C:21](=[O:22])[N:13]2[CH2:14][CH:15]3[CH2:20][CH2:19][N:18]([C:12]2=[N:11][C:10]=1[C:23]([O:25]CC)=[O:24])[CH2:17][CH2:16]3)[C:2]1[CH:7]=[CH:6][CH:5]=[CH:4][CH:3]=1.O[Li].O.Cl. Product: [CH2:1]([O:8][C:9]1[C:21](=[O:22])[N:13]2[CH2:14][CH:15]3[CH2:16][CH2:17][N:18]([C:12]2=[N:11][C:10]=1[C:23]([OH:25])=[O:24])[CH2:19][CH2:20]3)[C:2]1[CH:3]=[CH:4][CH:5]=[CH:6][CH:7]=1. The catalyst class is: 40.